Dataset: Forward reaction prediction with 1.9M reactions from USPTO patents (1976-2016). Task: Predict the product of the given reaction. (1) Given the reactants [F:1][C:2]1[C:3]([N+:13]([O-:15])=[O:14])=[CH:4][C:5]([CH3:12])=[C:6]([NH:8]C(=O)C)[CH:7]=1.C(=O)([O-])[O-].[K+].[K+], predict the reaction product. The product is: [F:1][C:2]1[C:3]([N+:13]([O-:15])=[O:14])=[CH:4][C:5]([CH3:12])=[C:6]([NH2:8])[CH:7]=1. (2) Given the reactants [Li+].[F:2][C:3]([F:30])([F:29])[C:4]1[CH:28]=[CH:27][C:7]([CH2:8][O:9][C:10]2[CH:15]=[CH:14][C:13]([N:16]3[CH2:21][CH2:20][N:19]([CH2:22][CH2:23][C:24]([O-])=[O:25])[CH2:18][CH2:17]3)=[CH:12][CH:11]=2)=[CH:6][CH:5]=1.C(N(C(C)C)CC)(C)C.F[P-](F)(F)(F)(F)F.CN(C)C(ON1C2C=CC=CC=2N=N1)=[N+](C)C.Cl.[N+:65]([C:68]1[CH:73]=[CH:72][C:71]([NH:74][CH:75]2[CH2:80][CH2:79][NH:78][CH2:77][CH2:76]2)=[CH:70][C:69]=1[C:81]([F:84])([F:83])[F:82])([O-:67])=[O:66], predict the reaction product. The product is: [N+:65]([C:68]1[CH:73]=[CH:72][C:71]([NH:74][CH:75]2[CH2:76][CH2:77][N:78]([C:24](=[O:25])[CH2:23][CH2:22][N:19]3[CH2:20][CH2:21][N:16]([C:13]4[CH:14]=[CH:15][C:10]([O:9][CH2:8][C:7]5[CH:6]=[CH:5][C:4]([C:3]([F:2])([F:30])[F:29])=[CH:28][CH:27]=5)=[CH:11][CH:12]=4)[CH2:17][CH2:18]3)[CH2:79][CH2:80]2)=[CH:70][C:69]=1[C:81]([F:84])([F:82])[F:83])([O-:67])=[O:66]. (3) Given the reactants [C:1]([O:5][C:6]([NH:8][CH:9]1[CH2:11][CH:10]1[C:12]1[CH:13]=[C:14]([CH:18]=[CH:19][CH:20]=1)[C:15]([OH:17])=O)=[O:7])([CH3:4])([CH3:3])[CH3:2].F[P-](F)(F)(F)(F)F.N1(OC(N(C)C)=[N+](C)C)C2N=CC=CC=2N=N1.[N:45]1[CH:50]=[CH:49][CH:48]=[N:47][C:46]=1[C:51]1[CH:57]=[CH:56][C:54]([NH2:55])=[CH:53][CH:52]=1.C(N(CC)CC)C, predict the reaction product. The product is: [N:45]1[CH:50]=[CH:49][CH:48]=[N:47][C:46]=1[C:51]1[CH:57]=[CH:56][C:54]([NH:55][C:15]([C:14]2[CH:13]=[C:12]([C@@H:10]3[CH2:11][C@H:9]3[NH:8][C:6](=[O:7])[O:5][C:1]([CH3:2])([CH3:3])[CH3:4])[CH:20]=[CH:19][CH:18]=2)=[O:17])=[CH:53][CH:52]=1. (4) The product is: [Cl:49][C:48]1[CH:47]=[CH:46][C:42]([C:43]([OH:45])=[O:44])=[CH:41][C:40]=1[C:37]1[CH:38]=[C:39]2[C:31]([C:57]([O:60][CH3:61])=[O:59])=[C:32]([C:50]3[CH:55]=[CH:54][C:53]([F:56])=[CH:52][CH:51]=3)[O:33][C:34]2=[N:35][CH:36]=1. Given the reactants C1(P(C2C=CC=CC=2)CCCP(C2C=CC=CC=2)C2C=CC=CC=2)C=CC=CC=1.Br[C:31]1[C:39]2[C:34](=[N:35][CH:36]=[C:37]([C:40]3[CH:41]=[C:42]([CH:46]=[CH:47][C:48]=3[Cl:49])[C:43]([OH:45])=[O:44])[CH:38]=2)[O:33][C:32]=1[C:50]1[CH:55]=[CH:54][C:53]([F:56])=[CH:52][CH:51]=1.[C:57]([O:60][CH2:61]C)(=[O:59])C, predict the reaction product. (5) The product is: [CH3:35][Sn:36]([CH3:38])([CH3:37])[C:32]1[S:31][C:30]([C:24]2[C:25]3[C:29](=[N:28][S:27][N:26]=3)[C:21]([C:17]3[S:16][C:20]([Sn:36]([CH3:38])([CH3:37])[CH3:35])=[CH:19][CH:18]=3)=[CH:22][CH:23]=2)=[CH:34][CH:33]=1. Given the reactants CC1(C)CCCC(C)(C)N1.C([Li])CCC.[S:16]1[CH:20]=[CH:19][CH:18]=[C:17]1[C:21]1[C:29]2[C:25](=[N:26][S:27][N:28]=2)[C:24]([C:30]2[S:31][CH:32]=[CH:33][CH:34]=2)=[CH:23][CH:22]=1.[CH3:35][Sn:36](Cl)([CH3:38])[CH3:37], predict the reaction product. (6) Given the reactants [C:1]([OH:6])(=[O:5])[C:2]([OH:4])=[O:3].[CH3:7][N:8]1[CH2:13][CH2:12][NH:11][C@@H:10]([C:14]2[CH:19]=[CH:18][CH:17]=[CH:16][CH:15]=2)[CH2:9]1, predict the reaction product. The product is: [C:1]([OH:6])(=[O:5])[C:2]([OH:4])=[O:3].[CH3:7][N:8]1[CH2:13][CH2:12][NH:11][C@@H:10]([C:14]2[CH:15]=[CH:16][CH:17]=[CH:18][CH:19]=2)[CH2:9]1.